This data is from Forward reaction prediction with 1.9M reactions from USPTO patents (1976-2016). The task is: Predict the product of the given reaction. Given the reactants Cl.[CH3:2][NH:3][O:4][CH3:5].C[Al](C)C.[F:10][C:11]1[CH:16]=[CH:15][CH:14]=[CH:13][C:12]=1/[CH:17]=[C:18](\[CH3:24])/[C:19](OCC)=[O:20], predict the reaction product. The product is: [F:10][C:11]1[CH:16]=[CH:15][CH:14]=[CH:13][C:12]=1/[CH:17]=[C:18](\[CH3:24])/[C:19]([N:3]([O:4][CH3:5])[CH3:2])=[O:20].